Task: Predict the reaction yield, written as a fraction of the theoretical maximum amount of product (1.0 means a 100% yield; for example, 0.34 means a 34% yield).. Dataset: Reaction yield outcomes from USPTO patents with 853,638 reactions (1) The catalyst is C1COCC1.CO. The product is [ClH:34].[O:1]([CH2:8][CH2:9][N:10]1[CH2:15][CH2:14][CH2:13][CH2:12][C@:11]1([CH3:31])[C:16]([NH:18][C@H:19]([C:21]1[CH:22]=[CH:23][C:24]([C:25]([OH:27])=[O:26])=[CH:29][CH:30]=1)[CH3:20])=[O:17])[C:2]1[CH:3]=[CH:4][CH:5]=[CH:6][CH:7]=1. The yield is 0.710. The reactants are [O:1]([CH2:8][CH2:9][N:10]1[CH2:15][CH2:14][CH2:13][CH2:12][C@:11]1([CH3:31])[C:16]([NH:18][C@H:19]([C:21]1[CH:30]=[CH:29][C:24]([C:25]([O:27]C)=[O:26])=[CH:23][CH:22]=1)[CH3:20])=[O:17])[C:2]1[CH:7]=[CH:6][CH:5]=[CH:4][CH:3]=1.[OH-].[Na+].[ClH:34].O1CCOCC1. (2) The reactants are [NH2:1][C:2]1[CH:3]=[C:4]([N:8]2[C:13]3[N:14]([CH3:30])[C:15](=[O:29])[CH:16]=[C:17]([O:18][S:19]([C:22]4[CH:27]=[CH:26][C:25]([CH3:28])=[CH:24][CH:23]=4)(=[O:21])=[O:20])[C:12]=3[C:11](=[O:31])[N:10]([CH:32]3[CH2:34][CH2:33]3)[C:9]2=[O:35])[CH:5]=[CH:6][CH:7]=1.N1C=CC=CC=1.[CH3:42][S:43](Cl)(=[O:45])=[O:44]. The catalyst is C(Cl)(Cl)Cl. The product is [CH:32]1([N:10]2[C:11](=[O:31])[C:12]3[C:17]([O:18][S:19]([C:22]4[CH:27]=[CH:26][C:25]([CH3:28])=[CH:24][CH:23]=4)(=[O:21])=[O:20])=[CH:16][C:15](=[O:29])[N:14]([CH3:30])[C:13]=3[N:8]([C:4]3[CH:5]=[CH:6][CH:7]=[C:2]([NH:1][S:43]([CH3:42])(=[O:45])=[O:44])[CH:3]=3)[C:9]2=[O:35])[CH2:33][CH2:34]1. The yield is 0.950.